From a dataset of Full USPTO retrosynthesis dataset with 1.9M reactions from patents (1976-2016). Predict the reactants needed to synthesize the given product. Given the product [IH:28].[NH2:1][CH2:4][CH2:5][NH:6][C:7]1[C:8]([C:12]2[N:16]([C:17]3[CH:22]=[CH:21][CH:20]=[C:19]([C:23]([F:25])([F:24])[F:26])[CH:18]=3)[C:15](=[O:27])[O:14][N:13]=2)=[N:9][O:10][N:11]=1, predict the reactants needed to synthesize it. The reactants are: [N:1]([CH2:4][CH2:5][NH:6][C:7]1[C:8]([C:12]2[N:16]([C:17]3[CH:22]=[CH:21][CH:20]=[C:19]([C:23]([F:26])([F:25])[F:24])[CH:18]=3)[C:15](=[O:27])[O:14][N:13]=2)=[N:9][O:10][N:11]=1)=[N+]=[N-].[I-:28].[Na+].Cl[Si](C)(C)C.S([O-])([O-])(=O)=S.[Na+].[Na+].